From a dataset of Peptide-MHC class II binding affinity with 134,281 pairs from IEDB. Regression. Given a peptide amino acid sequence and an MHC pseudo amino acid sequence, predict their binding affinity value. This is MHC class II binding data. (1) The peptide sequence is QSAVVCGRRHSVRIR. The MHC is HLA-DPA10201-DPB10501 with pseudo-sequence HLA-DPA10201-DPB10501. The binding affinity (normalized) is 0.117. (2) The peptide sequence is TAYEGQRVVFIQPSPV. The MHC is DRB4_0101 with pseudo-sequence DRB4_0103. The binding affinity (normalized) is 0.0433.